The task is: Predict the reactants needed to synthesize the given product.. This data is from Full USPTO retrosynthesis dataset with 1.9M reactions from patents (1976-2016). (1) Given the product [Cl:1][C:2]1[CH:7]=[C:6]([C:14]#[N:15])[CH:5]=[CH:4][C:3]=1[NH:9][S:10]([CH3:13])(=[O:12])=[O:11], predict the reactants needed to synthesize it. The reactants are: [Cl:1][C:2]1[CH:7]=[C:6](I)[CH:5]=[CH:4][C:3]=1[NH:9][S:10]([CH3:13])(=[O:12])=[O:11].[CH3:14][N:15](C)C=O. (2) Given the product [Br:1][CH:56]([C:22]1[CH:23]=[CH:24][C:25]([O:30][CH2:28][CH2:31][CH2:32][Br:2])=[CH:26][CH:27]=1)[C:55](=[O:76])[CH3:52], predict the reactants needed to synthesize it. The reactants are: [Br-:1].[Br-:2].[Br-].C(CC[P+]([C:22]1[CH:27]=[CH:26][CH:25]=[CH:24][CH:23]=1)(C1C=CC=CC=1)C1C=CC=CC=1)(O)=O.[C:28]([CH2:31][CH2:32][P+](C1C=CC=CC=1)(C1C=CC=CC=1)C1C=CC=CC=1)([OH:30])=O.[C:52]([CH2:55][CH2:56][P+](C1C=CC=CC=1)(C1C=CC=CC=1)C1C=CC=CC=1)(O)=O.[O:76]1CCCC1. (3) Given the product [ClH:31].[CH3:34][N:35]([CH3:42])[CH2:36][CH2:37][CH2:38][C:39]([O:32][CH:24]1[CH2:23][CH2:22][CH2:21][N:20]([C:18](=[O:19])[C:14]2[CH:13]=[CH:12][C:11]([NH:10][C:8](=[O:9])[C:7]3[CH:6]=[CH:5][CH:4]=[CH:3][C:2]=3[CH3:1])=[CH:16][C:15]=2[CH3:17])[C:26]2[CH:27]=[CH:28][C:29]([Cl:31])=[CH:30][C:25]1=2)=[O:40], predict the reactants needed to synthesize it. The reactants are: [CH3:1][C:2]1[CH:3]=[CH:4][CH:5]=[CH:6][C:7]=1[C:8]([NH:10][C:11]1[CH:12]=[CH:13][C:14]([C:18]([N:20]2[C:26]3[CH:27]=[CH:28][C:29]([Cl:31])=[CH:30][C:25]=3[CH:24]([OH:32])[CH2:23][CH2:22][CH2:21]2)=[O:19])=[C:15]([CH3:17])[CH:16]=1)=[O:9].Cl.[CH3:34][N:35]([CH3:42])[CH2:36][CH2:37][CH2:38][C:39](O)=[O:40].Cl.CN(C)CCCN=C=NCC.C(=O)([O-])O.[Na+]. (4) Given the product [NH2:1][C:2]1[C:7]([N:8]([CH3:33])[C:9](=[O:14])[O:10][CH2:11][CH3:13])=[C:6]([NH2:15])[N:5]=[C:4]([C:16]2[C:24]3[C:19](=[N:20][CH:21]=[CH:22][CH:23]=3)[N:18]([CH2:25][C:26]3[CH:31]=[CH:30][CH:29]=[CH:28][C:27]=3[F:32])[N:17]=2)[N:3]=1, predict the reactants needed to synthesize it. The reactants are: [NH2:1][C:2]1[C:7]([NH:8][C:9](=[O:14])[O:10][CH:11]([CH3:13])C)=[C:6]([NH2:15])[N:5]=[C:4]([C:16]2[C:24]3[C:19](=[N:20][CH:21]=[CH:22][CH:23]=3)[N:18]([CH2:25][C:26]3[CH:31]=[CH:30][CH:29]=[CH:28][C:27]=3[F:32])[N:17]=2)[N:3]=1.[CH3:33]N(C=O)C.[H-].[Na+].IC. (5) Given the product [OH:1][C:2]1[N:7]=[C:6]([NH:8][C:9](=[O:13])[CH:10]([CH3:12])[CH3:11])[N:5]=[C:4]2[NH:14][N:15]=[C:16]([CH2:17][C:18]([OH:20])=[O:19])[C:3]=12, predict the reactants needed to synthesize it. The reactants are: [OH:1][C:2]1[N:7]=[C:6]([NH:8][C:9](=[O:13])[CH:10]([CH3:12])[CH3:11])[N:5]=[C:4]2[NH:14][N:15]=[C:16]([CH2:17][C:18]([O:20]C)=[O:19])[C:3]=12.[OH-].[Na+]. (6) Given the product [CH:1]1([CH2:4][NH:5][C:8]2[S:9][C:10]([C:13]3[CH:14]=[N:15][CH:16]=[CH:17][CH:18]=3)=[N:11][N:12]=2)[CH2:3][CH2:2]1, predict the reactants needed to synthesize it. The reactants are: [CH:1]1([CH2:4][NH2:5])[CH2:3][CH2:2]1.Br.Br[C:8]1[S:9][C:10]([C:13]2[CH:14]=[N:15][CH:16]=[CH:17][CH:18]=2)=[N:11][N:12]=1.C(N(CC)CC)C.